This data is from Reaction yield outcomes from USPTO patents with 853,638 reactions. The task is: Predict the reaction yield, written as a fraction of the theoretical maximum amount of product (1.0 means a 100% yield; for example, 0.34 means a 34% yield). (1) The reactants are [C:1]([O:9][CH3:10])(=[O:8])[C:2]1[CH:7]=[CH:6][CH:5]=[CH:4][CH:3]=1.[NH:11]1[CH2:16][CH2:15][CH:14]([CH2:17]CO)[CH2:13][CH2:12]1. The catalyst is C1(C)C=CC=CC=1. The product is [C:1]([O:9][CH2:10][CH2:17][CH:14]1[CH2:15][CH2:16][NH:11][CH2:12][CH2:13]1)(=[O:8])[C:2]1[CH:7]=[CH:6][CH:5]=[CH:4][CH:3]=1. The yield is 0.920. (2) The reactants are Cl.[NH2:2][CH:3]1[CH2:8][CH2:7][CH:6]([OH:9])[CH2:5][CH2:4]1.C(N1[C:19](=[O:20])[C:18]2=[CH:21][CH:22]=[CH:23][CH:24]=[C:17]2[C:16]1=[O:25])(OCC)=O.C([O-])([O-])=O.[Na+].[Na+]. The catalyst is O.C(OCC)(=O)C. The product is [OH:9][CH:6]1[CH2:7][CH2:8][CH:3]([N:2]2[C:19](=[O:20])[C:18]3[C:17](=[CH:24][CH:23]=[CH:22][CH:21]=3)[C:16]2=[O:25])[CH2:4][CH2:5]1. The yield is 0.760. (3) The reactants are CO[C:3]([C:5]1[CH:10]=[C:9]([CH2:11][NH:12][CH:13]2[C:21]3[C:16](=[C:17]([CH3:29])[C:18]([C:22]([O:24][C:25]([CH3:28])([CH3:27])[CH3:26])=[O:23])=[CH:19][CH:20]=3)[CH2:15][CH2:14]2)[N:8]2[N:30]=[CH:31][CH:32]=[C:7]2[N:6]=1)=[O:4].[F:33][C:34]1[CH:35]=[C:36]([CH:39]=[CH:40][C:41]=1[F:42])[CH2:37][NH2:38]. The catalyst is CN(C)C=O. The product is [C:25]([O:24][C:22]([C:18]1[C:17]([CH3:29])=[C:16]2[C:21](=[CH:20][CH:19]=1)[CH:13]([NH:12][CH2:11][C:9]1[N:8]3[N:30]=[CH:31][CH:32]=[C:7]3[N:6]=[C:5]([C:3](=[O:4])[NH:38][CH2:37][C:36]3[CH:39]=[CH:40][C:41]([F:42])=[C:34]([F:33])[CH:35]=3)[CH:10]=1)[CH2:14][CH2:15]2)=[O:23])([CH3:27])([CH3:28])[CH3:26]. The yield is 0.550.